This data is from Full USPTO retrosynthesis dataset with 1.9M reactions from patents (1976-2016). The task is: Predict the reactants needed to synthesize the given product. (1) Given the product [CH3:12][C:4]([C:6]1[CH:11]=[CH:10][CH:9]=[CH:8][N:7]=1)([CH3:5])[C:3]([OH:13])=[O:2], predict the reactants needed to synthesize it. The reactants are: C[O:2][C:3](=[O:13])[C:4]([CH3:12])([C:6]1[CH:11]=[CH:10][CH:9]=[CH:8][N:7]=1)[CH3:5].[OH-].[Li+].Cl. (2) Given the product [CH2:37]([NH:44][CH2:45][CH2:46][NH:18][C:16]([C:15]1[CH:14]=[C:13]2[C:9]([CH:10]=[N:11][N:12]2[CH2:19][CH:20]([CH3:22])[CH3:21])=[CH:8][C:7]=1[O:6][C:5]1[CH:23]=[CH:24][C:2]([F:1])=[CH:3][CH:4]=1)=[O:17])[C:38]1[CH:43]=[CH:42][CH:41]=[CH:40][CH:39]=1, predict the reactants needed to synthesize it. The reactants are: [F:1][C:2]1[CH:24]=[CH:23][C:5]([O:6][C:7]2[CH:8]=[C:9]3[C:13](=[CH:14][C:15]=2[C:16]([NH2:18])=[O:17])[N:12]([CH2:19][CH:20]([CH3:22])[CH3:21])[N:11]=[CH:10]3)=[CH:4][CH:3]=1.C(N1C=CN=C1)(N1C=CN=C1)=O.[CH2:37]([NH:44][CH2:45][CH2:46]N)[C:38]1[CH:43]=[CH:42][CH:41]=[CH:40][CH:39]=1. (3) Given the product [CH3:21][N:22]([CH3:26])[CH2:23][C:24]#[C:25][C:2]1[CH:3]=[C:4]([C@@H:8]2[C@@H:12]([C:13]3[CH:18]=[CH:17][CH:16]=[C:15]([F:19])[CH:14]=3)[O:11][C:10](=[O:20])[NH:9]2)[CH:5]=[N:6][CH:7]=1, predict the reactants needed to synthesize it. The reactants are: Br[C:2]1[CH:3]=[C:4]([C@@H:8]2[C@@H:12]([C:13]3[CH:18]=[CH:17][CH:16]=[C:15]([F:19])[CH:14]=3)[O:11][C:10](=[O:20])[NH:9]2)[CH:5]=[N:6][CH:7]=1.[CH3:21][N:22]([CH3:26])[CH2:23][C:24]#[CH:25].C1(P(C2C=CC=CC=2)C2C=CC=CC=2)C=CC=CC=1.